Dataset: Forward reaction prediction with 1.9M reactions from USPTO patents (1976-2016). Task: Predict the product of the given reaction. (1) Given the reactants [CH:1]([C@H:14]1[N:19]2[CH2:20][CH2:21][NH:22][CH2:23][C@H:18]2[CH2:17][N:16]([C:24]([O:26][C:27]([CH3:30])([CH3:29])[CH3:28])=[O:25])[CH2:15]1)([C:8]1[CH:13]=[CH:12][CH:11]=[CH:10][CH:9]=1)[C:2]1[CH:7]=[CH:6][CH:5]=[CH:4][CH:3]=1.C(N(CC)CC)C.[C:38](O)(=[O:45])[C:39]1[CH:44]=[CH:43][CH:42]=[N:41][CH:40]=1.[I-].ClC1C=CC=C[N+]=1C, predict the reaction product. The product is: [CH:1]([C@H:14]1[N:19]2[CH2:20][CH2:21][N:22]([C:38]([C:39]3[CH:40]=[N:41][CH:42]=[CH:43][CH:44]=3)=[O:45])[CH2:23][C@H:18]2[CH2:17][N:16]([C:24]([O:26][C:27]([CH3:30])([CH3:29])[CH3:28])=[O:25])[CH2:15]1)([C:8]1[CH:13]=[CH:12][CH:11]=[CH:10][CH:9]=1)[C:2]1[CH:7]=[CH:6][CH:5]=[CH:4][CH:3]=1. (2) Given the reactants [NH2:1][C:2]1[CH:7]=[CH:6][C:5]([N:8]2[C:14](=[O:15])[CH2:13][C:12](=[O:16])[NH:11][C:10]3[C:17]4[C:22]([CH:23]=[CH:24][C:9]2=3)=[CH:21][CH:20]=[CH:19][CH:18]=4)=[CH:4][CH:3]=1.[F:25][C:26]([F:37])([F:36])[C:27]1[CH:28]=[C:29]([CH:33]=[CH:34][CH:35]=1)[C:30](Cl)=[O:31].C(NC1C=CC(N2C(=O)CC(=O)NC3C4C(C=CC2=3)=CC=CC=4)=CC=1)(=O)C1C=CC=CC=1, predict the reaction product. The product is: [F:25][C:26]([F:36])([F:37])[C:27]1[CH:28]=[C:29]([CH:33]=[CH:34][CH:35]=1)[C:30]([NH:1][C:2]1[CH:7]=[CH:6][C:5]([N:8]2[C:14](=[O:15])[CH2:13][C:12](=[O:16])[NH:11][C:10]3[C:17]4[C:22]([CH:23]=[CH:24][C:9]2=3)=[CH:21][CH:20]=[CH:19][CH:18]=4)=[CH:4][CH:3]=1)=[O:31]. (3) The product is: [O:30]=[C:10]1[C@@H:9]([NH:8][C:6](=[O:7])[O:5][C:1]([CH3:4])([CH3:3])[CH3:2])[CH2:13][CH2:12][N:11]1[CH:14]1[CH2:15][CH2:16][NH:17][CH2:18][CH2:19]1. Given the reactants [C:1]([O:5][C:6]([NH:8][C@H:9]1[CH2:13][CH2:12][N:11]([CH:14]2[CH2:19][CH2:18][N:17](C(OCC3C=CC=CC=3)=O)[CH2:16][CH2:15]2)[C:10]1=[O:30])=[O:7])([CH3:4])([CH3:3])[CH3:2].[H][H], predict the reaction product.